This data is from Peptide-MHC class I binding affinity with 185,985 pairs from IEDB/IMGT. The task is: Regression. Given a peptide amino acid sequence and an MHC pseudo amino acid sequence, predict their binding affinity value. This is MHC class I binding data. (1) The peptide sequence is FQAGMRLYF. The MHC is HLA-B15:09 with pseudo-sequence HLA-B15:09. The binding affinity (normalized) is 0.0847. (2) The peptide sequence is RQQLEDIFMR. The MHC is HLA-A31:01 with pseudo-sequence HLA-A31:01. The binding affinity (normalized) is 0.182. (3) The peptide sequence is NTCKPTILAT. The MHC is HLA-A02:03 with pseudo-sequence HLA-A02:03. The binding affinity (normalized) is 0.490. (4) The MHC is HLA-A69:01 with pseudo-sequence HLA-A69:01. The peptide sequence is SLLFREVWK. The binding affinity (normalized) is 0.0847. (5) The peptide sequence is EVDPIGHLY. The MHC is HLA-A33:01 with pseudo-sequence HLA-A33:01. The binding affinity (normalized) is 0. (6) The peptide sequence is KINRSKTPY. The MHC is HLA-B58:01 with pseudo-sequence HLA-B58:01. The binding affinity (normalized) is 0.460. (7) The peptide sequence is FLYALALLL. The MHC is HLA-C06:02 with pseudo-sequence HLA-C06:02. The binding affinity (normalized) is 0.0847.